Dataset: Peptide-MHC class II binding affinity with 134,281 pairs from IEDB. Task: Regression. Given a peptide amino acid sequence and an MHC pseudo amino acid sequence, predict their binding affinity value. This is MHC class II binding data. (1) The peptide sequence is RPNAQRFGISNYCQI. The MHC is HLA-DQA10301-DQB10302 with pseudo-sequence HLA-DQA10301-DQB10302. The binding affinity (normalized) is 0.295. (2) The peptide sequence is EVSNVQRLMRKQRRD. The MHC is DRB1_0101 with pseudo-sequence DRB1_0101. The binding affinity (normalized) is 0.185. (3) The peptide sequence is VDPTDYFRNEQSIPP. The MHC is DRB1_1001 with pseudo-sequence DRB1_1001. The binding affinity (normalized) is 0.379. (4) The peptide sequence is AAATAGTTVYGQFAA. The MHC is HLA-DQA10501-DQB10301 with pseudo-sequence HLA-DQA10501-DQB10301. The binding affinity (normalized) is 0.524. (5) The peptide sequence is LKRMAVSGDDCVVRP. The MHC is HLA-DQA10201-DQB10303 with pseudo-sequence HLA-DQA10201-DQB10303. The binding affinity (normalized) is 0.276. (6) The peptide sequence is LMALLTPVTMAEVRL. The MHC is HLA-DQA10303-DQB10402 with pseudo-sequence HLA-DQA10303-DQB10402. The binding affinity (normalized) is 0.573. (7) The peptide sequence is AFKVAATAANAWPAN. The MHC is DRB1_1001 with pseudo-sequence DRB1_1001. The binding affinity (normalized) is 0.869.